From a dataset of Full USPTO retrosynthesis dataset with 1.9M reactions from patents (1976-2016). Predict the reactants needed to synthesize the given product. (1) Given the product [OH:14][C:11]1[CH:12]=[CH:13][C:8]([N:7]2[CH2:6][CH2:5][N:4]([C:22]([O:24][C:25]([CH3:27])([CH3:26])[CH3:28])=[O:23])[CH2:3][C:2]2=[O:1])=[CH:9][CH:10]=1, predict the reactants needed to synthesize it. The reactants are: [O:1]=[C:2]1[N:7]([C:8]2[CH:13]=[CH:12][C:11]([O:14]CC3C=CC=CC=3)=[CH:10][CH:9]=2)[CH2:6][CH2:5][N:4]([C:22]([O:24][C:25]([CH3:28])([CH3:27])[CH3:26])=[O:23])[CH2:3]1. (2) Given the product [CH3:6][O:7][C:8]1[C:13]([NH:14][S:2]([CH3:1])(=[O:4])=[O:3])=[CH:12][C:11]([CH2:15][S:16](/[CH:19]=[CH:20]/[C:21]2[C:26]([O:27][CH3:28])=[CH:25][C:24]([O:29][CH3:30])=[CH:23][C:22]=2[O:31][CH3:32])(=[O:18])=[O:17])=[CH:10][N:9]=1, predict the reactants needed to synthesize it. The reactants are: [CH3:1][S:2](Cl)(=[O:4])=[O:3].[CH3:6][O:7][C:8]1[C:13]([NH2:14])=[CH:12][C:11]([CH2:15][S:16](/[CH:19]=[CH:20]/[C:21]2[C:26]([O:27][CH3:28])=[CH:25][C:24]([O:29][CH3:30])=[CH:23][C:22]=2[O:31][CH3:32])(=[O:18])=[O:17])=[CH:10][N:9]=1. (3) Given the product [NH2:40][C@@H:41]([CH2:43][C:23]1[CH:24]=[CH:25][CH:26]=[CH:27][CH:28]=1)[C:42]([NH:13][C:9]1[CH:10]=[CH:11][CH:12]=[C:7]([C:4]2[CH:5]=[CH:6][N:1]=[CH:2][CH:3]=2)[CH:8]=1)=[O:51], predict the reactants needed to synthesize it. The reactants are: [N:1]1[CH:6]=[CH:5][C:4]([C:7]2[CH:8]=[C:9]([NH2:13])[CH:10]=[CH:11][CH:12]=2)=[CH:3][CH:2]=1.CN(C(ON1N=N[C:24]2[CH:25]=[CH:26][CH:27]=[CH:28][C:23]1=2)=[N+](C)C)C.F[P-](F)(F)(F)(F)F.CC[N:40](C(C)C)[CH:41]([CH3:43])[CH3:42].CN(C=[O:51])C.